From a dataset of Forward reaction prediction with 1.9M reactions from USPTO patents (1976-2016). Predict the product of the given reaction. (1) Given the reactants [NH2:1][CH:2]1[CH2:7][CH2:6][CH2:5][CH:4]([C:8]([OH:10])=[O:9])[CH2:3]1.C(=O)([O-])[O-].[K+].[K+].[C:17](O[C:17]([O:19][C:20]([CH3:23])([CH3:22])[CH3:21])=[O:18])([O:19][C:20]([CH3:23])([CH3:22])[CH3:21])=[O:18].Cl, predict the reaction product. The product is: [C:20]([O:19][C:17]([NH:1][CH:2]1[CH2:7][CH2:6][CH2:5][CH:4]([C:8]([OH:10])=[O:9])[CH2:3]1)=[O:18])([CH3:23])([CH3:22])[CH3:21]. (2) Given the reactants [C:1]1([C:7](=O)[CH2:8][C:9](=O)[C:10]([O:12][CH2:13][CH3:14])=[O:11])[CH:6]=[CH:5][CH:4]=[CH:3][CH:2]=1.[NH:17]([C:19]1[CH:20]=[CH:21][C:22]([O:25][CH3:26])=[N:23][CH:24]=1)[NH2:18], predict the reaction product. The product is: [CH3:26][O:25][C:22]1[N:23]=[CH:24][C:19]([N:17]2[C:7]([C:1]3[CH:6]=[CH:5][CH:4]=[CH:3][CH:2]=3)=[CH:8][C:9]([C:10]([O:12][CH2:13][CH3:14])=[O:11])=[N:18]2)=[CH:20][CH:21]=1.